The task is: Predict the product of the given reaction.. This data is from Forward reaction prediction with 1.9M reactions from USPTO patents (1976-2016). (1) Given the reactants Br[C:2]1[CH:15]=[CH:14][C:5]([CH2:6][CH2:7][N:8]2[CH2:12][CH2:11][CH2:10][C@H:9]2[CH3:13])=[CH:4][CH:3]=1.C([Li])CCC.[B:21](OC(C)C)([O:26]C(C)C)[O:22]C(C)C, predict the reaction product. The product is: [CH3:13][C@@H:9]1[CH2:10][CH2:11][CH2:12][N:8]1[CH2:7][CH2:6][C:5]1[CH:14]=[CH:15][C:2]([B:21]([OH:26])[OH:22])=[CH:3][CH:4]=1. (2) The product is: [Cl:22][C:23]1[CH:24]=[C:25]([C:26]2[O:28][N:47]=[C:46]([C:43]3[CH:44]=[CH:45][C:37]([F:36])=[C:38]4[C:42]=3[NH:41][CH:40]=[C:39]4[CH2:51][CH2:52][C:53]([O:55][CH2:56][CH3:57])=[O:54])[N:49]=2)[CH:29]=[CH:30][C:31]=1[O:32][CH:33]([CH3:35])[CH3:34]. Given the reactants C1C=CC2N(O)N=NC=2C=1.CCN=C=NCCCN(C)C.[Cl:22][C:23]1[CH:24]=[C:25]([CH:29]=[CH:30][C:31]=1[O:32][CH:33]([CH3:35])[CH3:34])[C:26]([OH:28])=O.[F:36][C:37]1[CH:45]=[CH:44][C:43](/[C:46](/[NH:49]O)=[N:47]/[H])=[C:42]2[C:38]=1[C:39]([CH2:51][CH2:52][C:53]([O:55][CH2:56][CH3:57])=[O:54])=[CH:40][NH:41]2.CCCC[N+](CCCC)(CCCC)CCCC.[F-], predict the reaction product. (3) The product is: [O:35]=[S:34]1(=[O:36])[CH:30]([C:27]2[CH:28]=[CH:29][C:24]([CH2:23][N:7]([CH2:8][CH2:9][C:10]3[CH:15]=[CH:14][C:13]([O:16][C:17]4[CH:18]=[CH:19][CH:20]=[CH:21][CH:22]=4)=[CH:12][CH:11]=3)[C:6]([NH2:5])=[O:38])=[CH:25][CH:26]=2)[CH2:31][C:32](=[O:37])[NH:33]1. Given the reactants C([NH:5][C:6](=[O:38])[N:7]([CH2:23][C:24]1[CH:29]=[CH:28][C:27]([CH:30]2[S:34](=[O:36])(=[O:35])[NH:33][C:32](=[O:37])[CH2:31]2)=[CH:26][CH:25]=1)[CH2:8][CH2:9][C:10]1[CH:15]=[CH:14][C:13]([O:16][C:17]2[CH:22]=[CH:21][CH:20]=[CH:19][CH:18]=2)=[CH:12][CH:11]=1)(C)(C)C, predict the reaction product. (4) Given the reactants [Cl:1][C:2]1[CH:3]=[C:4]([N:9]([CH2:32][C:33]2[CH:42]=[CH:41][C:36]([C:37]([O:39]C)=[O:38])=[CH:35][CH:34]=2)[C:10]2[S:11][C:12]([C:15]3[CH:20]=[CH:19][CH:18]=[C:17]([O:21][C:22]4[CH:27]=[CH:26][CH:25]=[C:24]([C:28]([F:31])([F:30])[F:29])[CH:23]=4)[CH:16]=3)=[N:13][N:14]=2)[CH:5]=[CH:6][C:7]=1[Cl:8].[OH-].[Na+], predict the reaction product. The product is: [Cl:1][C:2]1[CH:3]=[C:4]([N:9]([CH2:32][C:33]2[CH:34]=[CH:35][C:36]([C:37]([OH:39])=[O:38])=[CH:41][CH:42]=2)[C:10]2[S:11][C:12]([C:15]3[CH:20]=[CH:19][CH:18]=[C:17]([O:21][C:22]4[CH:27]=[CH:26][CH:25]=[C:24]([C:28]([F:29])([F:30])[F:31])[CH:23]=4)[CH:16]=3)=[N:13][N:14]=2)[CH:5]=[CH:6][C:7]=1[Cl:8]. (5) Given the reactants [O:1]=[C:2]1[C:11]2[C:6](=[CH:7][C:8]([C:12](O)=[O:13])=[CH:9][CH:10]=2)[N:5]=[C:4]2[CH2:15][CH2:16][CH2:17][CH2:18][CH2:19][CH2:20][N:3]12.C1(C)C=CC=CC=1.[F:28][C:29]1[CH:39]=[CH:38][C:32](/[C:33](=[N:36]\[H])/[NH:34]O)=[CH:31][CH:30]=1, predict the reaction product. The product is: [F:28][C:29]1[CH:39]=[CH:38][C:32]([C:33]2[N:36]=[C:12]([C:8]3[CH:7]=[C:6]4[C:11]([C:2](=[O:1])[N:3]5[CH2:20][CH2:19][CH2:18][CH2:17][CH2:16][CH2:15][C:4]5=[N:5]4)=[CH:10][CH:9]=3)[O:13][N:34]=2)=[CH:31][CH:30]=1. (6) Given the reactants [O:1]([CH2:8][C:9]([OH:11])=O)[C:2]1[CH:7]=[CH:6][CH:5]=[CH:4][CH:3]=1.[NH2:12][CH2:13][CH:14]([OH:26])[CH2:15][N:16]1[CH2:25][CH2:24][C:23]2[C:18](=[CH:19][CH:20]=[CH:21][CH:22]=2)[CH2:17]1.CN(C(ON1N=NC2C=CC=NC1=2)=[N+](C)C)C.F[P-](F)(F)(F)(F)F, predict the reaction product. The product is: [CH2:17]1[C:18]2[C:23](=[CH:22][CH:21]=[CH:20][CH:19]=2)[CH2:24][CH2:25][N:16]1[CH2:15][CH:14]([OH:26])[CH2:13][NH:12][C:9](=[O:11])[CH2:8][O:1][C:2]1[CH:3]=[CH:4][CH:5]=[CH:6][CH:7]=1. (7) Given the reactants Br[C:2]1[CH:6]=[CH:5][S:4][C:3]=1[S:7]([N:10]([CH3:34])[CH2:11][CH2:12][CH2:13][NH:14][C:15]([C@@H:17]([NH:22][C:23]([C:25]1[S:26][C:27]2[CH:33]=[CH:32][CH:31]=[CH:30][C:28]=2[CH:29]=1)=[O:24])[CH2:18][CH:19]([CH3:21])[CH3:20])=[O:16])(=[O:9])=[O:8].[CH3:35][N:36](C=O)C, predict the reaction product. The product is: [C:35]([C:2]1[CH:6]=[CH:5][S:4][C:3]=1[S:7]([N:10]([CH3:34])[CH2:11][CH2:12][CH2:13][NH:14][C:15]([C@@H:17]([NH:22][C:23]([C:25]1[S:26][C:27]2[CH:33]=[CH:32][CH:31]=[CH:30][C:28]=2[CH:29]=1)=[O:24])[CH2:18][CH:19]([CH3:21])[CH3:20])=[O:16])(=[O:9])=[O:8])#[N:36]. (8) Given the reactants [F:1][C:2]1[CH:9]=[CH:8][C:5]([CH2:6][NH2:7])=[CH:4][CH:3]=1.[F:10][C:11]1[N:26]=[CH:25][CH:24]=[CH:23][C:12]=1[C:13](NC1C=CC=CC=1C)=[O:14], predict the reaction product. The product is: [F:10][C:11]1[N:26]=[CH:25][CH:24]=[CH:23][C:12]=1[C:13]([NH:7][CH2:6][C:5]1[CH:8]=[CH:9][C:2]([F:1])=[CH:3][CH:4]=1)=[O:14]. (9) Given the reactants [N+:1]([C:4]1[N:5]=[CH:6][N:7]2[C:11]([C:12]([F:15])([F:14])[F:13])=[CH:10][S:9][C:8]=12)([O-])=O, predict the reaction product. The product is: [F:14][C:12]([F:13])([F:15])[C:11]1[N:7]2[CH:6]=[N:5][C:4]([NH2:1])=[C:8]2[S:9][CH:10]=1. (10) Given the reactants [C:1]1([C:7]2[N:11]([S:12]([C:15]3[CH:20]=[CH:19][CH:18]=[C:17]([O:21]C4CCCCO4)[CH:16]=3)(=[O:14])=[O:13])[CH:10]=[C:9]([CH2:28][N:29]([CH3:37])[C:30](=[O:36])[O:31][C:32]([CH3:35])([CH3:34])[CH3:33])[CH:8]=2)[CH2:6][CH2:5][CH2:4][CH2:3][CH:2]=1.C1(C)C=CC(S(O)(=O)=O)=CC=1.[Cl-].[NH4+], predict the reaction product. The product is: [C:1]1([C:7]2[N:11]([S:12]([C:15]3[CH:20]=[CH:19][CH:18]=[C:17]([OH:21])[CH:16]=3)(=[O:13])=[O:14])[CH:10]=[C:9]([CH2:28][N:29]([CH3:37])[C:30](=[O:36])[O:31][C:32]([CH3:33])([CH3:34])[CH3:35])[CH:8]=2)[CH2:6][CH2:5][CH2:4][CH2:3][CH:2]=1.